From a dataset of Reaction yield outcomes from USPTO patents with 853,638 reactions. Predict the reaction yield, written as a fraction of the theoretical maximum amount of product (1.0 means a 100% yield; for example, 0.34 means a 34% yield). (1) The reactants are [CH:1]1([O:6][C:7]2[CH:12]=[CH:11][C:10]([N+:13]([O-])=O)=[CH:9][N:8]=2)[CH2:5][CH2:4][CH2:3][CH2:2]1. The catalyst is CO.[Pd]. The product is [CH:1]1([O:6][C:7]2[N:8]=[CH:9][C:10]([NH2:13])=[CH:11][CH:12]=2)[CH2:2][CH2:3][CH2:4][CH2:5]1. The yield is 0.940. (2) The reactants are C(O)=O.[OH:4][C:5]1[C:14]2[C:9](=[CH:10][CH:11]=[CH:12][CH:13]=2)[O:8][C:7](=[O:15])[CH:6]=1.[CH:16]([C:18]1[CH:35]=[CH:34][C:21]([C:22]([O:24][CH:25]([C:27]([F:33])([F:32])[C:28]([F:31])([F:30])[F:29])[CH3:26])=[O:23])=[CH:20][CH:19]=1)=O.C(N(CC)CC)C. The catalyst is C(OCC)(=O)C. The product is [OH:4][C:5]1[C:14]2[C:9](=[CH:10][CH:11]=[CH:12][CH:13]=2)[O:8][C:7](=[O:15])[C:6]=1[CH2:16][C:18]1[CH:19]=[CH:20][C:21]([C:22]([O:24][CH:25]([C:27]([F:32])([F:33])[C:28]([F:30])([F:31])[F:29])[CH3:26])=[O:23])=[CH:34][CH:35]=1. The yield is 0.600. (3) The reactants are [CH2:1]([O:8][C:9]1[C:18]2[CH2:17][CH2:16][CH2:15][CH2:14][C:13]=2[CH:12]=[CH:11][C:10]=1[CH2:19][CH:20]([OH:23])[CH2:21][OH:22])[C:2]1[CH:7]=[CH:6][CH:5]=[CH:4][CH:3]=1.[Si:24](Cl)([C:27]([CH3:30])([CH3:29])[CH3:28])([CH3:26])[CH3:25].N1C=CN=C1.C(OC1C(CC(O)CO[Si](C(C)(C)C)(C)C)=CC=C2C=1CCC2)C1C=CC=CC=1. No catalyst specified. The product is [CH2:1]([O:8][C:9]1[C:18]2[CH2:17][CH2:16][CH2:15][CH2:14][C:13]=2[CH:12]=[CH:11][C:10]=1[CH2:19][CH:20]([OH:23])[CH2:21][O:22][Si:24]([C:27]([CH3:30])([CH3:29])[CH3:28])([CH3:26])[CH3:25])[C:2]1[CH:3]=[CH:4][CH:5]=[CH:6][CH:7]=1. The yield is 0.610. (4) The reactants are [C:1]([C:3]([C:6]1[CH:7]=[C:8]([CH:33]=[CH:34][CH:35]=1)[C:9]([NH:11][C:12]1[CH:13]=[CH:14][C:15]([CH3:32])=[C:16]([NH:18][C:19]([C:21]2[S:31][C:24]3=[N:25][C:26]([NH:29][CH3:30])=[CH:27][N:28]=[C:23]3[CH:22]=2)=[O:20])[CH:17]=1)=[O:10])([CH3:5])[CH3:4])#[N:2].ClC1N=C2SC(C(NC3C=C(NC(=O)C4C=CC=C(C(C#N)(C)C)C=4)C=CC=3C)=O)=CC2=NC=1.NC[CH2:72][N:73]([CH3:75])[CH3:74]. No catalyst specified. The product is [C:1]([C:3]([C:6]1[CH:7]=[C:8]([CH:33]=[CH:34][CH:35]=1)[C:9]([NH:11][C:12]1[CH:13]=[CH:14][C:15]([CH3:32])=[C:16]([NH:18][C:19]([C:21]2[S:31][C:24]3=[N:25][C:26]([NH:29][CH2:30][CH2:72][N:73]([CH3:75])[CH3:74])=[CH:27][N:28]=[C:23]3[CH:22]=2)=[O:20])[CH:17]=1)=[O:10])([CH3:5])[CH3:4])#[N:2]. The yield is 0.360. (5) The reactants are [OH:1][CH2:2][CH2:3][CH2:4][CH2:5][O:6][CH2:7][CH2:8][CH2:9][CH2:10][OH:11].[S:12](Cl)([C:15]1[CH:21]=[CH:20][C:18]([CH3:19])=[CH:17][CH:16]=1)(=[O:14])=[O:13]. The product is [CH3:19][C:18]1[CH:20]=[CH:21][C:15]([S:12]([O:11][CH2:10][CH2:9][CH2:8][CH2:7][O:6][CH2:5][CH2:4][CH2:3][CH2:2][OH:1])(=[O:14])=[O:13])=[CH:16][CH:17]=1. The yield is 0.280. The catalyst is ClCCl. (6) The product is [CH2:20]([C:18]1[N:19]=[C:14]([C:6]2[CH:7]=[C:8]([CH:12]=[CH:13][C:5]=2[O:4][CH2:1][CH2:2][CH3:3])[C:9]([NH:29][CH2:30][C:31]([O:33][CH2:34][CH3:35])=[O:32])=[O:10])[NH:15][C:16](=[O:24])[C:17]=1[CH2:22][CH3:23])[CH3:21]. The catalyst is ClCCl. The reactants are [CH2:1]([O:4][C:5]1[CH:13]=[CH:12][C:8]([C:9](O)=[O:10])=[CH:7][C:6]=1[C:14]1[NH:15][C:16](=[O:24])[C:17]([CH2:22][CH3:23])=[C:18]([CH2:20][CH3:21])[N:19]=1)[CH2:2][CH3:3].S(Cl)(Cl)=O.[NH2:29][CH2:30][C:31]([O:33][CH2:34][CH3:35])=[O:32].C(N(CC)CC)C. The yield is 0.330. (7) The reactants are [CH:1]([C:3]1[C:4]([CH3:13])=[CH:5][C:6]([CH3:12])=[C:7]([CH:11]=1)[C:8]([OH:10])=O)=[O:2].CCN(C(C)C)C(C)C.CN(C(ON1N=NC2C=CC=CC1=2)=[N+](C)C)C.F[P-](F)(F)(F)(F)F.Cl.[NH:48]1[CH2:53][CH2:52][CH:51]([C:54]2[CH:61]=[CH:60][C:57]([C:58]#[N:59])=[CH:56][CH:55]=2)[CH2:50][CH2:49]1. The catalyst is CN(C=O)C. The product is [CH:1]([C:3]1[C:4]([CH3:13])=[CH:5][C:6]([CH3:12])=[C:7]([CH:11]=1)[C:8]([N:48]1[CH2:53][CH2:52][CH:51]([C:54]2[CH:61]=[CH:60][C:57]([C:58]#[N:59])=[CH:56][CH:55]=2)[CH2:50][CH2:49]1)=[O:10])=[O:2]. The yield is 0.840.